This data is from Forward reaction prediction with 1.9M reactions from USPTO patents (1976-2016). The task is: Predict the product of the given reaction. Given the reactants [CH3:1][O:2][C:3]1[CH:12]=[CH:11][CH:10]=[C:9]2[C:4]=1[CH2:5][CH:6]([NH2:13])[CH2:7][O:8]2.[CH:14]1([CH2:18]Br)[CH2:17][CH2:16][CH2:15]1.C(N(CC)CC)C, predict the reaction product. The product is: [CH:14]1([CH2:18][NH:13][CH:6]2[CH2:5][C:4]3[C:9](=[CH:10][CH:11]=[CH:12][C:3]=3[O:2][CH3:1])[O:8][CH2:7]2)[CH2:17][CH2:16][CH2:15]1.